From a dataset of Forward reaction prediction with 1.9M reactions from USPTO patents (1976-2016). Predict the product of the given reaction. (1) Given the reactants [C:1]([O:4][C:5](=[O:7])[CH3:6])(=O)[CH3:2].[F:8][C:9]1[CH:14]=[C:13]([F:15])[CH:12]=[CH:11][C:10]=1[C@@:16]([OH:48])([CH2:42][N:43]1[CH:47]=[N:46][CH:45]=[N:44]1)[C@H:17]([S:19][C@@H:20]1[CH2:25][O:24][C@@H:23]([C:26]2[CH:41]=[CH:40][C:29]([C:30]([NH:32][C:33]3[CH:38]=CC(O)=[CH:35][CH:34]=3)=[O:31])=[CH:28][CH:27]=2)[O:22][CH2:21]1)[CH3:18].C(=O)([O-])O.[Na+], predict the reaction product. The product is: [C:5]([O:4][C:1]1[CH:35]=[CH:34][C:33]([NH:32][C:30](=[O:31])[C:29]2[CH:28]=[CH:27][C:26]([C@H:23]3[O:22][CH2:21][C@H:20]([S:19][C@H:17]([CH3:18])[C@:16]([C:10]4[CH:11]=[CH:12][C:13]([F:15])=[CH:14][C:9]=4[F:8])([OH:48])[CH2:42][N:43]4[CH:47]=[N:46][CH:45]=[N:44]4)[CH2:25][O:24]3)=[CH:41][CH:40]=2)=[CH:38][CH:2]=1)(=[O:7])[CH3:6]. (2) Given the reactants Cl[C:2]1[N:7]=[CH:6][CH:5]=[CH:4][N:3]=1.[NH:8]1[CH2:13][CH2:12][NH:11][CH2:10][CH2:9]1, predict the reaction product. The product is: [N:8]1([C:2]2[N:7]=[CH:6][CH:5]=[CH:4][N:3]=2)[CH2:13][CH2:12][NH:11][CH2:10][CH2:9]1. (3) Given the reactants [C:1]([C:3]([C:23](=O)[CH3:24])=[CH:4][C:5]1[O:13][C:12]2[CH:11]=[CH:10][N:9]=[C:8]([NH:14][C:15](=[O:22])[C:16]3[CH:21]=[CH:20][CH:19]=[CH:18][CH:17]=3)[C:7]=2[CH:6]=1)#[N:2].[CH3:26][C:27]1[CH:31]=[C:30]([NH2:32])[O:29][N:28]=1, predict the reaction product. The product is: [C:1]([C:3]1[CH:4]([C:5]2[O:13][C:12]3[CH:11]=[CH:10][N:9]=[C:8]([NH:14][C:15](=[O:22])[C:16]4[CH:21]=[CH:20][CH:19]=[CH:18][CH:17]=4)[C:7]=3[CH:6]=2)[C:31]2[C:27]([CH3:26])=[N:28][O:29][C:30]=2[NH:32][C:23]=1[CH3:24])#[N:2]. (4) Given the reactants [CH3:1][O:2][C:3]1[CH:8]=[CH:7][C:6]([C:9]([C:36]2[CH:41]=[CH:40][C:39]([O:42][CH3:43])=[CH:38][CH:37]=2)([C:30]2[CH:35]=[CH:34][CH:33]=[CH:32][CH:31]=2)[NH:10][C:11]2[O:12][C@H:13]([C:26]([F:29])([F:28])[F:27])[CH2:14][C@:15]([C:18]3[CH:23]=[C:22](I)[CH:21]=[CH:20][C:19]=3[F:25])([CH3:17])[N:16]=2)=[CH:5][CH:4]=1.C[Si]([C:48]#[C:49][C:50]1[CH:51]=[N:52][C:53]([NH2:56])=[N:54][CH:55]=1)(C)C, predict the reaction product. The product is: [NH2:56][C:53]1[N:54]=[CH:55][C:50]([C:49]#[C:48][C:22]2[CH:21]=[CH:20][C:19]([F:25])=[C:18]([C@:15]3([CH3:17])[CH2:14][C@@H:13]([C:26]([F:29])([F:27])[F:28])[O:12][C:11]([NH:10][C:9]([C:36]4[CH:37]=[CH:38][C:39]([O:42][CH3:43])=[CH:40][CH:41]=4)([C:6]4[CH:7]=[CH:8][C:3]([O:2][CH3:1])=[CH:4][CH:5]=4)[C:30]4[CH:31]=[CH:32][CH:33]=[CH:34][CH:35]=4)=[N:16]3)[CH:23]=2)=[CH:51][N:52]=1. (5) Given the reactants [ClH:1].C([N:9]1[CH:14]2[CH2:15][CH2:16][CH2:17][CH:10]1[CH2:11][C:12](=[O:18])[CH2:13]2)C1C=CC=CC=1, predict the reaction product. The product is: [ClH:1].[CH:10]12[NH:9][CH:14]([CH2:15][CH2:16][CH2:17]1)[CH2:13][C:12](=[O:18])[CH2:11]2. (6) Given the reactants [CH2:1]([O:4][C:5]1[CH:22]=[CH:21][C:8]([CH2:9][NH:10][C:11]2[CH:16]=[CH:15][CH:14]=[C:13]([N+:17]([O-:19])=[O:18])[C:12]=2[CH3:20])=[CH:7][CH:6]=1)[CH:2]=[CH2:3].[CH2:23](Br)[C:24]1[CH:29]=[CH:28][CH:27]=[CH:26][CH:25]=1, predict the reaction product. The product is: [CH2:1]([O:4][C:5]1[CH:22]=[CH:21][C:8]([CH2:9][N:10]([CH2:23][C:24]2[CH:29]=[CH:28][CH:27]=[CH:26][CH:25]=2)[C:11]2[CH:16]=[CH:15][CH:14]=[C:13]([N+:17]([O-:19])=[O:18])[C:12]=2[CH3:20])=[CH:7][CH:6]=1)[CH:2]=[CH2:3]. (7) The product is: [C:1]([CH:3]([C:8]1([C:23]#[N:24])[C:16]2[C:11](=[CH:12][CH:13]=[C:14]([O:17][C:18]([F:19])([F:21])[F:20])[CH:15]=2)[NH:10][C:9]1=[O:22])[C:4]([O:6][CH3:7])=[O:5])#[N:2]. Given the reactants [C:1](/[C:3](=[C:8]1/[C:9](=[O:22])[NH:10][C:11]2[C:16]/1=[CH:15][C:14]([O:17][C:18]([F:21])([F:20])[F:19])=[CH:13][CH:12]=2)/[C:4]([O:6][CH3:7])=[O:5])#[N:2].[C-:23]#[N:24].[K+], predict the reaction product. (8) Given the reactants [C:1]([CH:3]([CH:7]1[C:11]([Cl:12])=[C:10](Cl)C(=O)O1)[C:4]([NH2:6])=[O:5])#[N:2].Cl.[CH3:16][S:17]([C:19]1[CH:20]=[C:21]([CH2:25][NH2:26])[CH:22]=[CH:23][CH:24]=1)=[O:18].C(N(CC)CC)C, predict the reaction product. The product is: [ClH:12].[Cl:12][C:11]1[CH:7]=[C:3]([C:4]([NH2:6])=[O:5])[C:1](=[NH:2])[N:26]([CH2:25][C:21]2[CH:22]=[CH:23][CH:24]=[C:19]([S:17]([CH3:16])=[O:18])[CH:20]=2)[CH:10]=1. (9) Given the reactants C([SiH](CC)CC)C.[CH2:8]([O:10][C:11]([C:13]1[NH:14][CH:15]=[C:16]([C:19](=O)[CH2:20][C:21]2[CH:26]=[CH:25][C:24]([Cl:27])=[CH:23][CH:22]=2)[C:17]=1[CH3:18])=[O:12])[CH3:9], predict the reaction product. The product is: [CH2:8]([O:10][C:11]([C:13]1[NH:14][CH:15]=[C:16]([CH2:19][CH2:20][C:21]2[CH:26]=[CH:25][C:24]([Cl:27])=[CH:23][CH:22]=2)[C:17]=1[CH3:18])=[O:12])[CH3:9].